This data is from hERG channel blocking data for cardiac toxicity assessment. The task is: Regression/Classification. Given a drug SMILES string, predict its toxicity properties. Task type varies by dataset: regression for continuous values (e.g., LD50, hERG inhibition percentage) or binary classification for toxic/non-toxic outcomes (e.g., AMES mutagenicity, cardiotoxicity, hepatotoxicity). Dataset: herg. (1) The drug is C[NH+](C)CCC=C1c2ccccc2CCc2ccccc21. The result is 1 (blocker). (2) The compound is O=C(NC1CCN(Cc2ccc3c(c2)OCO3)CC1)c1cc(=O)c2cc(F)ccc2o1. The result is 1 (blocker).